Dataset: Full USPTO retrosynthesis dataset with 1.9M reactions from patents (1976-2016). Task: Predict the reactants needed to synthesize the given product. (1) The reactants are: [NH2:1][C:2]1[O:6][C:5]([C@@H:7]([NH:12][C:13](=[O:19])[O:14][C:15]([CH3:18])([CH3:17])[CH3:16])[C:8]([CH3:11])([CH3:10])[CH3:9])=[N:4][N:3]=1.[CH:20]1([C:23](Cl)=[O:24])[CH2:22][CH2:21]1. Given the product [CH:20]1([C:23]([NH:1][C:2]2[O:6][C:5]([C@@H:7]([NH:12][C:13](=[O:19])[O:14][C:15]([CH3:18])([CH3:17])[CH3:16])[C:8]([CH3:9])([CH3:10])[CH3:11])=[N:4][N:3]=2)=[O:24])[CH2:22][CH2:21]1, predict the reactants needed to synthesize it. (2) Given the product [CH3:7][CH:8]1[CH:13]=[C:12]([CH3:14])[CH2:11][CH2:10][CH:9]1[CH2:15][O:16][C:1](=[O:5])[C:2]([O:17][CH2:15][CH:9]1[CH2:10][CH2:11][C:12]([CH3:14])=[CH:13][CH:8]1[CH3:7])=[O:3], predict the reactants needed to synthesize it. The reactants are: [C:1](Cl)(=[O:5])[C:2](Cl)=[O:3].[CH3:7][CH:8]1[CH:13]=[C:12]([CH3:14])[CH2:11][CH2:10][CH:9]1[CH2:15][OH:16].[OH2:17]. (3) Given the product [Cl:12][C:8]1[CH:9]=[C:10]2[C:5]([N:4]=[C:3]([CH3:13])[C:2]([NH:15][NH2:16])=[N:11]2)=[CH:6][CH:7]=1, predict the reactants needed to synthesize it. The reactants are: Cl[C:2]1[C:3]([CH3:13])=[N:4][C:5]2[C:10]([N:11]=1)=[CH:9][C:8]([Cl:12])=[CH:7][CH:6]=2.O.[NH2:15][NH2:16]. (4) Given the product [F:43][C:2]([F:1])([F:42])[C:3]1[CH:4]=[C:5]([CH:35]=[C:36]([C:38]([F:39])([F:40])[F:41])[CH:37]=1)[CH2:6][N:7]([CH2:23][C:24]1[CH:29]=[C:28]([C:30]([F:33])([F:32])[F:31])[CH:27]=[CH:26][C:25]=1[O:34][S:52]([C:51]([F:64])([F:63])[F:50])(=[O:54])=[O:53])[C:8]1[N:9]=[CH:10][C:11]([O:14][CH2:15][CH2:16][CH2:17][C:18]([O:20][CH2:21][CH3:22])=[O:19])=[CH:12][N:13]=1, predict the reactants needed to synthesize it. The reactants are: [F:1][C:2]([F:43])([F:42])[C:3]1[CH:4]=[C:5]([CH:35]=[C:36]([C:38]([F:41])([F:40])[F:39])[CH:37]=1)[CH2:6][N:7]([CH2:23][C:24]1[CH:29]=[C:28]([C:30]([F:33])([F:32])[F:31])[CH:27]=[CH:26][C:25]=1[OH:34])[C:8]1[N:13]=[CH:12][C:11]([O:14][CH2:15][CH2:16][CH2:17][C:18]([O:20][CH2:21][CH3:22])=[O:19])=[CH:10][N:9]=1.N1C=CC=CC=1.[F:50][C:51]([F:64])([F:63])[S:52](O[S:52]([C:51]([F:64])([F:63])[F:50])(=[O:54])=[O:53])(=[O:54])=[O:53].C(=O)(O)[O-].[Na+]. (5) The reactants are: [Cl-].[Cl-].[Cl-].[In+3].Cl[SiH](C1C=CC=CC=1)C1C=CC=CC=1.[CH2:19]([N:26]1[CH2:33][CH:32]2[CH:28]([CH:29](O)[C:30]3[CH:36]=[CH:35][S:34][C:31]=32)[CH2:27]1)[C:20]1[CH:25]=[CH:24][CH:23]=[CH:22][CH:21]=1. Given the product [CH2:19]([N:26]1[CH2:33][CH:32]2[CH:28]([CH2:29][C:30]3[CH:36]=[CH:35][S:34][C:31]=32)[CH2:27]1)[C:20]1[CH:21]=[CH:22][CH:23]=[CH:24][CH:25]=1, predict the reactants needed to synthesize it. (6) Given the product [C:10]([N:8]1[CH:9]=[C:5]([C:3]([OH:4])=[O:2])[N:6]=[CH:7]1)([C:17]1[CH:22]=[CH:21][CH:20]=[CH:19][CH:18]=1)([C:11]1[CH:16]=[CH:15][CH:14]=[CH:13][CH:12]=1)[C:23]1[CH:28]=[CH:27][CH:26]=[CH:25][CH:24]=1, predict the reactants needed to synthesize it. The reactants are: C[O:2][C:3]([C:5]1[N:6]=[CH:7][N:8]([C:10]([C:23]2[CH:28]=[CH:27][CH:26]=[CH:25][CH:24]=2)([C:17]2[CH:22]=[CH:21][CH:20]=[CH:19][CH:18]=2)[C:11]2[CH:16]=[CH:15][CH:14]=[CH:13][CH:12]=2)[CH:9]=1)=[O:4].[OH-].[Na+].Cl.